Dataset: Catalyst prediction with 721,799 reactions and 888 catalyst types from USPTO. Task: Predict which catalyst facilitates the given reaction. (1) Product: [OH:24][NH:23][C:18](=[O:20])[C:17]1[CH:21]=[CH:22][C:14]([N:2]2[CH2:3][CH2:4][C:5]3[C:6]4[C:11](=[CH:10][CH:9]=[CH:8][CH:7]=4)[NH:12][C:13]=3[CH2:1]2)=[N:15][CH:16]=1. Reactant: [CH2:1]1[C:13]2[NH:12][C:11]3[C:6](=[CH:7][CH:8]=[CH:9][CH:10]=3)[C:5]=2[CH2:4][CH2:3][N:2]1[C:14]1[CH:22]=[CH:21][C:17]([C:18]([O-:20])=O)=[CH:16][N:15]=1.[NH2:23][OH:24].[OH-].[Na+]. The catalyst class is: 12. (2) Reactant: [C:1]([OH:10])(=[O:9])[CH:2]([CH:4]([C:6]([OH:8])=[O:7])[OH:5])[OH:3].C([O-])(=O)C.[Na+:15]. Product: [C:6]([CH:4]([CH:2]([C:1]([O-:10])=[O:9])[OH:3])[OH:5])([OH:8])=[O:7].[Na+:15]. The catalyst class is: 15. (3) Reactant: [Cl:1][C:2]1[CH:3]=[C:4]([CH:14]=[CH:15][CH:16]=1)[CH2:5][CH:6]1[CH2:11][CH2:10][CH:9]([CH2:12][OH:13])[CH2:8][CH2:7]1.[H-].[Na+].[F:19][C:20]1[CH:27]=[CH:26][CH:25]=[C:24](F)[C:21]=1[C:22]#[N:23]. Product: [Cl:1][C:2]1[CH:3]=[C:4]([CH:14]=[CH:15][CH:16]=1)[CH2:5][CH:6]1[CH2:7][CH2:8][CH:9]([CH2:12][O:13][C:24]2[CH:25]=[CH:26][CH:27]=[C:20]([F:19])[C:21]=2[C:22]#[N:23])[CH2:10][CH2:11]1. The catalyst class is: 9. (4) Reactant: Cl[C:2]1[C:11]2[C:6](=[CH:7][C:8]([O:12][CH3:13])=[CH:9][CH:10]=2)[C:5]([O:14][CH2:15][CH:16]([F:18])[F:17])=[CH:4][N:3]=1.[F-:19].[Cs+]. Product: [F:17][CH:16]([F:18])[CH2:15][O:14][C:5]1[C:6]2[C:11](=[CH:10][CH:9]=[C:8]([O:12][CH3:13])[CH:7]=2)[C:2]([F:19])=[N:3][CH:4]=1. The catalyst class is: 16. (5) Reactant: [S:1]1(=[O:10])(=[O:9])[CH2:5][CH2:4][CH:3]([C:6](O)=[O:7])[CH2:2]1.CN1CCOCC1.ClC(OCC)=O. Product: [OH:7][CH2:6][CH:3]1[CH2:4][CH2:5][S:1](=[O:10])(=[O:9])[CH2:2]1. The catalyst class is: 1.